Dataset: Reaction yield outcomes from USPTO patents with 853,638 reactions. Task: Predict the reaction yield, written as a fraction of the theoretical maximum amount of product (1.0 means a 100% yield; for example, 0.34 means a 34% yield). (1) The reactants are [CH3:1][O:2][C:3]1[CH:4]=[C:5]2[C:10](=[CH:11][CH:12]=1)[N:9]=[CH:8][NH:7][C:6]2=O.[Cl:14]CCCl.P(Cl)(Cl)(Cl)(Cl)Cl. The catalyst is C(Cl)Cl. The product is [Cl:14][C:6]1[C:5]2[C:10](=[CH:11][CH:12]=[C:3]([O:2][CH3:1])[CH:4]=2)[N:9]=[CH:8][N:7]=1. The yield is 0.750. (2) The reactants are [F:1][C:2]1[CH:7]=[CH:6][CH:5]=[C:4]([F:8])[C:3]=1[N:9]1[C:14]2[N:15]=[C:16]([NH:29][CH2:30][CH2:31][N:32]([CH3:34])[CH3:33])[N:17]=[C:18]([C:19]3[CH:20]=[C:21]([CH:25]=[CH:26][C:27]=3[CH3:28])[C:22]([OH:24])=O)[C:13]=2[CH2:12][NH:11][C:10]1=[O:35].[CH3:36][C:37]([CH3:41])([CH3:40])[CH2:38][NH2:39].CN(C(ON1N=NC2C=CC=CC1=2)=[N+](C)C)C.F[P-](F)(F)(F)(F)F.C(N(CC)CC)C. The catalyst is ClCCl.CN(C=O)C. The product is [F:1][C:2]1[CH:7]=[CH:6][CH:5]=[C:4]([F:8])[C:3]=1[N:9]1[C:14]2[N:15]=[C:16]([NH:29][CH2:30][CH2:31][N:32]([CH3:34])[CH3:33])[N:17]=[C:18]([C:19]3[CH:20]=[C:21]([CH:25]=[CH:26][C:27]=3[CH3:28])[C:22]([NH:39][CH2:38][C:37]([CH3:41])([CH3:40])[CH3:36])=[O:24])[C:13]=2[CH2:12][NH:11][C:10]1=[O:35]. The yield is 0.440. (3) The reactants are Cl.[F:2][C:3]1[CH:4]=[C:5]([C:9]2([NH2:15])[CH2:14][CH2:13][CH2:12][CH2:11][CH2:10]2)[CH:6]=[CH:7][CH:8]=1.Cl[C:17]1[N:22]=[CH:21][C:20]([C:23]([O:25][CH2:26][CH3:27])=[O:24])=[CH:19][N:18]=1.CCN(C(C)C)C(C)C. The catalyst is O1CCOCC1. The product is [F:2][C:3]1[CH:4]=[C:5]([C:9]2([NH:15][C:17]3[N:18]=[CH:19][C:20]([C:23]([O:25][CH2:26][CH3:27])=[O:24])=[CH:21][N:22]=3)[CH2:14][CH2:13][CH2:12][CH2:11][CH2:10]2)[CH:6]=[CH:7][CH:8]=1. The yield is 0.400. (4) The reactants are C(OC([N:8]1[CH2:13][CH2:12][CH:11]([N:14]2[CH2:22][C:21]3[C:16](=[C:17]([C:23](=[O:25])[NH2:24])[CH:18]=[CH:19][CH:20]=3)[C:15]2=[O:26])[CH2:10][CH2:9]1)=O)(C)(C)C.O1CCOCC1.[ClH:33]. No catalyst specified. The product is [ClH:33].[O:26]=[C:15]1[C:16]2[C:17]([C:23]([NH2:24])=[O:25])=[CH:18][CH:19]=[CH:20][C:21]=2[CH2:22][N:14]1[CH:11]1[CH2:10][CH2:9][NH:8][CH2:13][CH2:12]1. The yield is 0.950. (5) The reactants are F[C:2]1[N:7]2[CH:8]=[C:9]([CH2:11][N:12]([CH3:23])[CH:13]3[C:22]4[N:21]=[CH:20][CH:19]=[CH:18][C:17]=4[CH2:16][CH2:15][CH2:14]3)[N:10]=[C:6]2[CH:5]=[CH:4][CH:3]=1.F[C:25](F)(F)[C:26](O)=O. No catalyst specified. The yield is 0.480. The product is [CH3:23][N:12]([CH2:11][C:9]1[N:10]=[C:6]2[CH:5]=[CH:4][CH:3]=[C:2]([N:12]3[CH2:26][CH2:25][CH:8]([NH:7][CH3:6])[CH2:9][CH2:11]3)[N:7]2[CH:8]=1)[CH:13]1[C:22]2[N:21]=[CH:20][CH:19]=[CH:18][C:17]=2[CH2:16][CH2:15][CH2:14]1. (6) The reactants are C([O:8][C:9]1[C:10]([O:24][CH3:25])=[CH:11][C:12]2[C:18](=[O:19])[N:17]3[CH2:20][CH2:21][CH2:22][C@@H:16]3[CH:15]=[N:14][C:13]=2[CH:23]=1)C1C=CC=CC=1. The catalyst is C(Cl)Cl.C([O-])(O)=O.[Na+]. The product is [OH:8][C:9]1[C:10]([O:24][CH3:25])=[CH:11][C:12]2[C:18](=[O:19])[N:17]3[CH2:20][CH2:21][CH2:22][C@H:16]3[CH:15]=[N:14][C:13]=2[CH:23]=1. The yield is 0.820. (7) The reactants are [NH:1]1[CH2:5][CH2:4][CH2:3][CH2:2]1.N1CCC[C@H]1C(O)=O.I[C:15]1[CH:20]=[CH:19][CH:18]=[CH:17][CH:16]=1. The catalyst is CS(C)=O.O.[Cu]I. The product is [C:15]1([N:1]2[CH2:5][CH2:4][CH2:3][CH2:2]2)[CH:20]=[CH:19][CH:18]=[CH:17][CH:16]=1. The yield is 0.570.